This data is from Catalyst prediction with 721,799 reactions and 888 catalyst types from USPTO. The task is: Predict which catalyst facilitates the given reaction. (1) Reactant: [CH2:1]([C:3]1[CH:9]=[C:8]([CH3:10])[CH:7]=[C:6]([CH2:11][CH3:12])[C:4]=1N)[CH3:2].N([O-])=O.[Na+].S(=O)(=O)(O)N.[BrH:22]. Product: [CH2:1]([C:3]1[CH:9]=[C:8]([CH3:10])[CH:7]=[C:6]([CH2:11][CH3:12])[C:4]=1[Br:22])[CH3:2]. The catalyst class is: 6. (2) Reactant: C(OC([N:8]1[CH2:12][CH2:11][CH2:10][CH:9]1[CH2:13][NH:14][C:15]1[N:20]=[CH:19][C:18]([C:21]#[C:22][C:23]2[CH:28]=[CH:27][CH:26]=[C:25]([NH:29][C:30]([NH:32][C:33]3[CH:37]=[C:36]([C:38]([CH3:41])([CH3:40])[CH3:39])[O:35][N:34]=3)=[O:31])[CH:24]=2)=[CH:17][N:16]=1)=O)(C)(C)C. Product: [C:38]([C:36]1[O:35][N:34]=[C:33]([NH:32][C:30]([NH:29][C:25]2[CH:26]=[CH:27][CH:28]=[C:23]([C:22]#[C:21][C:18]3[CH:19]=[N:20][C:15]([NH:14][CH2:13][CH:9]4[CH2:10][CH2:11][CH2:12][NH:8]4)=[N:16][CH:17]=3)[CH:24]=2)=[O:31])[CH:37]=1)([CH3:41])([CH3:39])[CH3:40]. The catalyst class is: 157. (3) Reactant: [O:1]=[C:2]([NH:13][C:14]1[CH:19]=[CH:18][CH:17]=[C:16]([C:20]2[C:29]3[C:24](=[CH:25][C:26]([O:35][CH3:36])=[C:27]4[O:32][C:31]([CH3:34])([CH3:33])[CH2:30][C:28]4=3)[CH2:23][C:22]([CH3:38])([CH3:37])[N:21]=2)[CH:15]=1)[CH2:3][CH2:4][NH:5]C(=O)OC(C)(C)C.Cl. Product: [NH2:5][CH2:4][CH2:3][C:2]([NH:13][C:14]1[CH:19]=[CH:18][CH:17]=[C:16]([C:20]2[C:29]3[C:24](=[CH:25][C:26]([O:35][CH3:36])=[C:27]4[O:32][C:31]([CH3:34])([CH3:33])[CH2:30][C:28]4=3)[CH2:23][C:22]([CH3:38])([CH3:37])[N:21]=2)[CH:15]=1)=[O:1]. The catalyst class is: 8. (4) Reactant: [NH2:1][C:2]1[CH:7]=[CH:6][C:5]([N:8]2[C:16]([CH2:17][N:18]([CH3:20])[CH3:19])=[C:15]3[C:10]([N:11]([CH2:32][C:33]4[C:38]([C:39]([F:42])([F:41])[F:40])=[CH:37][CH:36]=[CH:35][C:34]=4[F:43])[C:12](=[O:31])[N:13]([C:22]4[CH:27]=[CH:26][CH:25]=[C:24]([O:28][CH3:29])[C:23]=4[F:30])[C:14]3=[O:21])=[N:9]2)=[CH:4][CH:3]=1.C([N:46]([CH2:49]C)CC)C.Cl[C:52](Cl)([O:54]C(=O)OC(Cl)(Cl)Cl)Cl.[OH2:63]. Product: [CH3:19][N:18]([CH2:17][C:16]1[N:8]([C:5]2[CH:4]=[CH:3][C:2]([NH:1][C:49]([NH:46][O:54][CH3:52])=[O:63])=[CH:7][CH:6]=2)[N:9]=[C:10]2[C:15]=1[C:14](=[O:21])[N:13]([C:22]1[CH:27]=[CH:26][CH:25]=[C:24]([O:28][CH3:29])[C:23]=1[F:30])[C:12](=[O:31])[N:11]2[CH2:32][C:33]1[C:38]([C:39]([F:42])([F:41])[F:40])=[CH:37][CH:36]=[CH:35][C:34]=1[F:43])[CH3:20]. The catalyst class is: 4. (5) Reactant: [CH3:1][N:2]1[C:6](/[C:7](=[N:14]\[O:15][CH2:16][C:17]2[N:22]=[C:21]([NH:23][C:24](=O)OC(C)(C)C)[CH:20]=[CH:19][CH:18]=2)/[C:8]2[CH:13]=[CH:12][CH:11]=[CH:10][CH:9]=2)=[N:5][C:4](=[O:31])[O:3]1.[H-].[Na+].BrC[CH2:36][CH:37]1[CH2:42][CH2:41][CH2:40][CH2:39][CH2:38]1.FC(F)(F)C(O)=O. Product: [CH:37]1([CH2:36][CH2:24][NH:23][C:21]2[N:22]=[C:17]([CH2:16][O:15]/[N:14]=[C:7](/[C:8]3[CH:9]=[CH:10][CH:11]=[CH:12][CH:13]=3)\[C:6]3[N:2]([CH3:1])[O:3][C:4](=[O:31])[N:5]=3)[CH:18]=[CH:19][CH:20]=2)[CH2:42][CH2:41][CH2:40][CH2:39][CH2:38]1. The catalyst class is: 9.